From a dataset of NCI-60 drug combinations with 297,098 pairs across 59 cell lines. Regression. Given two drug SMILES strings and cell line genomic features, predict the synergy score measuring deviation from expected non-interaction effect. Drug 1: CCC(=C(C1=CC=CC=C1)C2=CC=C(C=C2)OCCN(C)C)C3=CC=CC=C3.C(C(=O)O)C(CC(=O)O)(C(=O)O)O. Drug 2: C1=CN(C=N1)CC(O)(P(=O)(O)O)P(=O)(O)O. Cell line: SNB-75. Synergy scores: CSS=0.298, Synergy_ZIP=1.34, Synergy_Bliss=3.30, Synergy_Loewe=0.635, Synergy_HSA=0.985.